This data is from HIV replication inhibition screening data with 41,000+ compounds from the AIDS Antiviral Screen. The task is: Binary Classification. Given a drug SMILES string, predict its activity (active/inactive) in a high-throughput screening assay against a specified biological target. (1) The result is 0 (inactive). The molecule is O=c1sccc2ccccc12. (2) The molecule is N=C1NN(c2ccccc2)C(=O)C1=CNC(=S)NC1CCCCC1. The result is 0 (inactive). (3) The drug is O=C(O)C(CS)NCc1c2ccccc2[n+]([O-])c2ccccc12. The result is 0 (inactive). (4) The drug is CCOC(=O)C(C#N)=Cc1ccccc1Cl. The result is 0 (inactive). (5) The molecule is O=C1C(=Cc2cccc(F)c2)CCc2ccccc21. The result is 0 (inactive). (6) The molecule is Cl.N=c1c2ccccc2nc2oc3ccccc3n12. The result is 0 (inactive).